Dataset: Full USPTO retrosynthesis dataset with 1.9M reactions from patents (1976-2016). Task: Predict the reactants needed to synthesize the given product. (1) Given the product [ClH:23].[CH:20]([S:19][C:17]1[CH:16]=[CH:15][C:13]2[CH2:14][NH:8][CH2:9][CH2:10][O:11][C:12]=2[N:18]=1)([CH3:22])[CH3:21], predict the reactants needed to synthesize it. The reactants are: C([N:8]1[CH2:14][C:13]2[CH:15]=[CH:16][C:17]([S:19][CH:20]([CH3:22])[CH3:21])=[N:18][C:12]=2[O:11][CH2:10][CH2:9]1)C1C=CC=CC=1.[Cl:23]C(OC(Cl)C)=O. (2) Given the product [CH3:30][O:29][C:25]1[N:24]=[CH:23][C:22]([N:21]2[CH2:20][CH2:19][O:18][C:17]3[CH:31]=[N:32][C:14]([O:13][C@H:10]4[CH2:11][CH2:12][NH:8][CH2:9]4)=[CH:15][C:16]2=3)=[CH:27][C:26]=1[CH3:28], predict the reactants needed to synthesize it. The reactants are: C(OC([N:8]1[CH2:12][CH2:11][C@H:10]([O:13][C:14]2[N:32]=[CH:31][C:17]3[O:18][CH2:19][CH2:20][N:21]([C:22]4[CH:23]=[N:24][C:25]([O:29][CH3:30])=[C:26]([CH3:28])[CH:27]=4)[C:16]=3[CH:15]=2)[CH2:9]1)=O)(C)(C)C.C(O)(C(F)(F)F)=O.C([O-])([O-])=O.[Na+].[Na+]. (3) Given the product [Br:1][C:2]1[C:3]([O:18][CH3:19])=[C:4]2[C:8](=[C:9]([F:11])[CH:10]=1)[N:7]([CH3:22])[CH:6]=[C:5]2[CH2:12][C:13]([N:15]([CH3:17])[CH3:16])=[O:14], predict the reactants needed to synthesize it. The reactants are: [Br:1][C:2]1[C:3]([O:18][CH3:19])=[C:4]2[C:8](=[C:9]([F:11])[CH:10]=1)[NH:7][CH:6]=[C:5]2[CH2:12][C:13]([N:15]([CH3:17])[CH3:16])=[O:14].[OH-].[K+].[CH3:22]I. (4) Given the product [OH:16][CH2:15][C:13]1[CH:12]=[N:11][C:5]2[C:6]3[N:7]([CH:8]=[CH:9][CH:10]=3)[C:2](=[O:1])[NH:3][C:4]=2[CH:14]=1, predict the reactants needed to synthesize it. The reactants are: [O:1]=[C:2]1[N:7]2[CH:8]=[CH:9][CH:10]=[C:6]2[C:5]2[N:11]=[CH:12][C:13]([C:15](OC)=[O:16])=[CH:14][C:4]=2[NH:3]1.[H-].[Na+].[H-].[Al+3].[Li+].[H-].[H-].[H-].CO.